This data is from Forward reaction prediction with 1.9M reactions from USPTO patents (1976-2016). The task is: Predict the product of the given reaction. (1) The product is: [Cl:32][C:29]1[CH:30]=[CH:31][C:26]([S:23]([NH:22][C:21]2[C:16]([C:9]3[N:10]([C:11]4[CH:15]=[CH:14][O:13][N:12]=4)[C:6]([CH2:4][OH:3])=[N:7][N:8]=3)=[N:17][CH:18]=[C:19]([Cl:37])[CH:20]=2)(=[O:25])=[O:24])=[CH:27][C:28]=1[C:33]([F:36])([F:35])[F:34]. Given the reactants C([O:3][C:4]([C:6]1[N:10]([C:11]2[CH:15]=[CH:14][O:13][N:12]=2)[C:9]([C:16]2[C:21]([NH:22][S:23]([C:26]3[CH:31]=[CH:30][C:29]([Cl:32])=[C:28]([C:33]([F:36])([F:35])[F:34])[CH:27]=3)(=[O:25])=[O:24])=[CH:20][C:19]([Cl:37])=[CH:18][N:17]=2)=[N:8][N:7]=1)=O)C.[BH4-].[Li+].CO.Cl, predict the reaction product. (2) The product is: [Si:1]([O:8][C@H:9]([C:39](=[O:42])[NH2:40])[CH2:10][C@H:11]1[CH2:22][CH2:21][C:20]2[S:19][C:18]3[N:17]=[CH:16][N:15]=[C:14]([O:23][CH:24]4[CH2:25][CH2:26][CH:27]([N:30]([CH3:38])[C:31](=[O:37])[O:32][C:33]([CH3:34])([CH3:36])[CH3:35])[CH2:28][CH2:29]4)[C:13]=3[C:12]1=2)([C:4]([CH3:7])([CH3:6])[CH3:5])([CH3:3])[CH3:2]. Given the reactants [Si:1]([O:8][CH:9]([C:39]#[N:40])[CH2:10][C@H:11]1[CH2:22][CH2:21][C:20]2[S:19][C:18]3[N:17]=[CH:16][N:15]=[C:14]([O:23][CH:24]4[CH2:29][CH2:28][CH:27]([N:30]([CH3:38])[C:31](=[O:37])[O:32][C:33]([CH3:36])([CH3:35])[CH3:34])[CH2:26][CH2:25]4)[C:13]=3[C:12]1=2)([C:4]([CH3:7])([CH3:6])[CH3:5])([CH3:3])[CH3:2].[Li+].[OH-:42].OO, predict the reaction product. (3) Given the reactants [C:1]([C:5]1[CH:10]=[CH:9][C:8]([N:11]2[CH:15]([C:16]([OH:18])=[O:17])[CH2:14][CH2:13][CH:12]2[C:19]([OH:21])=[O:20])=[CH:7][CH:6]=1)([CH3:4])([CH3:3])[CH3:2].C(#N)C, predict the reaction product. The product is: [C:1]([C:5]1[CH:6]=[CH:7][C:8]([N:11]2[C@@H:15]([C:16]([OH:18])=[O:17])[CH2:14][CH2:13][C@@H:12]2[C:19]([OH:21])=[O:20])=[CH:9][CH:10]=1)([CH3:4])([CH3:2])[CH3:3]. (4) Given the reactants [Cl:1][C:2]1[C:9]([OH:10])=[CH:8][CH:7]=[C:6]([Cl:11])[C:3]=1[CH:4]=[O:5].[CH2:12](Br)[CH:13]=[CH2:14].C(=O)([O-])[O-].[K+].[K+], predict the reaction product. The product is: [CH2:14]([O:10][C:9]1[C:2]([Cl:1])=[C:3]([C:6]([Cl:11])=[CH:7][CH:8]=1)[CH:4]=[O:5])[CH:13]=[CH2:12]. (5) Given the reactants [CH2:1]([NH:4][CH2:5][C:6]([O:8][C:9]([CH3:12])([CH3:11])[CH3:10])=[O:7])[CH:2]=[CH2:3].[C:13](Cl)(Cl)=[O:14].C(N(CC)CC)C.[CH:24]1([CH2:27][NH:28][CH2:29][CH:30]=[CH2:31])[CH2:26][CH2:25]1, predict the reaction product. The product is: [CH2:1]([N:4]([C:13]([N:28]([CH2:29][CH:30]=[CH2:31])[CH2:27][CH:24]1[CH2:26][CH2:25]1)=[O:14])[CH2:5][C:6]([O:8][C:9]([CH3:12])([CH3:11])[CH3:10])=[O:7])[CH:2]=[CH2:3]. (6) Given the reactants [CH2:1]([N:3]([CH2:29][CH3:30])[CH2:4][CH2:5][CH2:6][N:7]([CH3:28])[C:8]([NH:10][C:11]1[CH:16]=[C:15]([O:17][C:18]2[CH:23]=[CH:22][C:21]([N+:24]([O-])=O)=[CH:20][C:19]=2[F:27])[CH:14]=[CH:13][N:12]=1)=[O:9])[CH3:2].O1CCCC1, predict the reaction product. The product is: [CH2:29]([N:3]([CH2:1][CH3:2])[CH2:4][CH2:5][CH2:6][N:7]([CH3:28])[C:8]([NH:10][C:11]1[CH:16]=[C:15]([O:17][C:18]2[CH:23]=[CH:22][C:21]([NH2:24])=[CH:20][C:19]=2[F:27])[CH:14]=[CH:13][N:12]=1)=[O:9])[CH3:30]. (7) Given the reactants Cl.C[O:3][C:4](=[O:38])[C:5]1[CH:10]=[CH:9][C:8]([O:11][C:12]2[CH:17]=[CH:16][C:15]([CH2:18][C@H:19]([NH2:37])[C:20]3[N:21]([CH2:33][CH2:34][CH2:35][CH3:36])[CH:22]=[C:23]([C:25]4[CH:30]=[CH:29][C:28]([Cl:31])=[CH:27][C:26]=4[Cl:32])[N:24]=3)=[CH:14][CH:13]=2)=[CH:7][CH:6]=1.[CH3:39][O:40][C:41]1[CH:46]=[CH:45][C:44]([O:47][CH3:48])=[CH:43][C:42]=1[CH2:49][C:50]([OH:52])=O, predict the reaction product. The product is: [CH2:33]([N:21]1[CH:22]=[C:23]([C:25]2[CH:30]=[CH:29][C:28]([Cl:31])=[CH:27][C:26]=2[Cl:32])[N:24]=[C:20]1[C@@H:19]([NH:37][C:50](=[O:52])[CH2:49][C:42]1[CH:43]=[C:44]([O:47][CH3:48])[CH:45]=[CH:46][C:41]=1[O:40][CH3:39])[CH2:18][C:15]1[CH:16]=[CH:17][C:12]([O:11][C:8]2[CH:9]=[CH:10][C:5]([C:4]([OH:38])=[O:3])=[CH:6][CH:7]=2)=[CH:13][CH:14]=1)[CH2:34][CH2:35][CH3:36].